Dataset: Reaction yield outcomes from USPTO patents with 853,638 reactions. Task: Predict the reaction yield, written as a fraction of the theoretical maximum amount of product (1.0 means a 100% yield; for example, 0.34 means a 34% yield). (1) The reactants are [C:1]1([C@@H:13]2[C@H:18]([CH3:19])[CH2:17][CH2:16][N:15](C(OC(C)(C)C)=O)[CH2:14]2)[N:5]2[C:6]3[CH:12]=[CH:11][NH:10][C:7]=3[N:8]=[CH:9][C:4]2=[CH:3][N:2]=1.[ClH:27]. The catalyst is O1CCOCC1. The product is [ClH:27].[CH3:19][C@@H:18]1[CH2:17][CH2:16][NH:15][CH2:14][C@@H:13]1[C:1]1[N:5]2[C:6]3[CH:12]=[CH:11][NH:10][C:7]=3[N:8]=[CH:9][C:4]2=[CH:3][N:2]=1. The yield is 0.890. (2) The yield is 0.260. The catalyst is CO. The reactants are [NH2:1][CH2:2][CH:3]([C:17]1[CH:22]=[CH:21][CH:20]=[CH:19][CH:18]=1)[CH2:4][P:5](C(OCC)OCC)(=[O:9])[O:6]CC.[CH2:23]([C:31]1[CH:38]=[CH:37][C:34]([CH:35]=O)=[CH:33][CH:32]=1)[CH2:24][CH2:25][CH2:26][CH2:27][CH2:28][CH2:29][CH3:30]. The product is [CH2:23]([C:31]1[CH:38]=[CH:37][C:34]([CH2:35][NH:1][CH2:2][CH:3]([C:17]2[CH:18]=[CH:19][CH:20]=[CH:21][CH:22]=2)[CH2:4][PH:5](=[O:9])[OH:6])=[CH:33][CH:32]=1)[CH2:24][CH2:25][CH2:26][CH2:27][CH2:28][CH2:29][CH3:30]. (3) The reactants are [CH3:1][CH:2]([N:4]1[C:12](/[CH:13]=[CH:14]/[C@H:15]([OH:24])[CH2:16][C@H:17]([OH:23])[CH2:18][C:19]([O:21]C)=[O:20])=[C:11]([C:25]2[CH:30]=[CH:29][C:28]([F:31])=[CH:27][CH:26]=2)[C:10]2[C:5]1=[CH:6][CH:7]=[CH:8][CH:9]=2)[CH3:3].[OH-].[Na+:33].CC(O)C. The product is [CH3:3][CH:2]([N:4]1[C:12](/[CH:13]=[CH:14]/[CH:15]([OH:24])[CH2:16][CH:17]([OH:23])[CH2:18][C:19]([O-:21])=[O:20])=[C:11]([C:25]2[CH:26]=[CH:27][C:28]([F:31])=[CH:29][CH:30]=2)[C:10]2[CH:9]=[CH:8][CH:7]=[CH:6][C:5]1=2)[CH3:1].[Na+:33]. The yield is 0.226. The catalyst is O. (4) The reactants are C([O:3][C:4]([C:6]1[C:7]([CH3:17])=[N:8][C:9]2[C:14]([CH:15]=1)=[CH:13][CH:12]=[C:11]([Cl:16])[CH:10]=2)=[O:5])C.[OH-].[Li+]. The catalyst is O1CCCC1.C(O)C.O. The product is [Cl:16][C:11]1[CH:10]=[C:9]2[C:14]([CH:15]=[C:6]([C:4]([OH:5])=[O:3])[C:7]([CH3:17])=[N:8]2)=[CH:13][CH:12]=1. The yield is 0.100. (5) The reactants are [N+](=[CH2:3])=[N-].[CH:4](=[C:11]1[NH:15][C:14](=[O:16])[C:13]([N:17]=[O:18])=[C:12]1[OH:19])[C:5]1[CH:10]=[CH:9][CH:8]=[CH:7][CH:6]=1. The catalyst is CO. The product is [CH:4](=[C:11]1[NH:15][C:14](=[O:16])[C:13]([N:17]=[O:18])=[C:12]1[O:19][CH3:3])[C:5]1[CH:6]=[CH:7][CH:8]=[CH:9][CH:10]=1. The yield is 0.900.